From a dataset of Experimentally validated miRNA-target interactions with 360,000+ pairs, plus equal number of negative samples. Binary Classification. Given a miRNA mature sequence and a target amino acid sequence, predict their likelihood of interaction. (1) The miRNA is hsa-miR-6826-3p with sequence CUCCCCUCUCUUUCCUGUUCAG. The protein sequence of the target gene is MAKWLNKYFSLGNSKTKSPPQPPRPDYREQRRRGERPSQPPQAVPQASSAASASCGPATASCFSASSGSLPDDSGSTSDLIRAYRAQKERDFEDPYNGPGSSLRKLRAMCRLDYCGGSGEPGGVQRAFSASSASGAAGCCCASSGAGAAASSSSSSGSPHLYRSSSERRPATPAEVRYISPKHRLIKVESAAGGGAGDPLGGACAGGRTWSPTACGGKKLLNKCAASAAEESGAGKKDKVTIADDYSDPFDAKNDLKSKAGKGESAGYMEPYEAQRIMTEFQRQESVRSQHKGIQLYDTP.... Result: 1 (interaction). (2) The miRNA is mmu-miR-1193-5p with sequence UGGUAGACCGGUGACGUACA. The protein sequence of the target gene is MRSSEGAPSWAVALPPPLRPCAYGVSEVTRCWHQLSLGAGESSMNPSATLYRRQNIGSEVETSTIEKQRKELQLLIGELKDRDKELNDMVAVHQRQLLSWEEDRQKVLTLEERCSKLEGELHKRTDIIKSLMKKVKTLESNQAECQTALQKTQQQLQEMAQKATHSTLLSEDLEARNENLSSTLVDLSAQVGQLQAREQALTTMIKLKDKDIIEAVNHISDCSGKFKLLEHALRDAKMAETCVVREKQDYKQKLKALRIEVNKLKEDLNEKTTENNEQREEIIRLKQEKSCLHDELIFTV.... Result: 0 (no interaction). (3) The miRNA is hsa-miR-4747-5p with sequence AGGGAAGGAGGCUUGGUCUUAG. The protein sequence of the target gene is MAGAIIENMSTKKLCIVGGILLVFQIIAFLVGGLIAPGPTTAVSYMSVKCVDARKNHHKTKWFVPWGPNHCDKIRDIEEAIPREIEANDIVFSVHIPLPHMEMSPWFQFMLFILQLDIAFKLNNQIRENAEVSMDVSLAYRDDAFAEWTEMAHERVPRKLKCTFTSPKTPEHEGRYYECDVLPFMEIGSVAHKFYLLNIRLPVNEKKKINVGIGEIKDIRLVGIHQNGGFTKVWFAMKTFLTPSIFIIMVWYWRRITMMSRPPVLLEKVIFALGISMTFINIPVEWFSIGFDWTWMLLFG.... Result: 0 (no interaction). (4) The miRNA is cel-miR-790-5p with sequence CUUGGCACUCGCGAACACCGCG. The protein sequence of the target gene is MFGACYKQPLKPSGSEPPAEECRMTPRHAGCDVTEMQRILSQPTFTEHLLRAVCTKLANMYSTSTDCREHCRRGMKAKQLKAEAGRSCQRKGVPIQTPREHSWISCKKEFEANP. Result: 0 (no interaction).